This data is from Full USPTO retrosynthesis dataset with 1.9M reactions from patents (1976-2016). The task is: Predict the reactants needed to synthesize the given product. Given the product [C:39]([O:38][C:36]([N:33]1[CH2:27][CH2:28][C:10](=[C:9]([C:7]#[N:8])[C:13]2[S:12][CH:11]=[C:25]([CH3:26])[N:14]=2)[CH2:31][CH2:32]1)=[O:37])([CH3:42])([CH3:41])[CH3:40], predict the reactants needed to synthesize it. The reactants are: C1(C2[N:8]=[C:7]([C:9]3[C:10]4[CH2:28][CH2:27][CH2:26][CH2:25][C:11]=4[S:12][C:13]=3[NH:14]C(N3CCC[C@@H]3C(O)=O)=O)ON=2)CC1.O=C1CC[N:33]([C:36]([O:38][C:39]([CH3:42])([CH3:41])[CH3:40])=[O:37])[CH2:32][CH2:31]1.CC1N=C(CC#N)SC=1.